Predict the reactants needed to synthesize the given product. From a dataset of Full USPTO retrosynthesis dataset with 1.9M reactions from patents (1976-2016). (1) Given the product [CH3:4][C:1]1[CH:5]=[C:9]2[C:14]([C:15](=[O:37])[CH2:10][C@H:7]([C:30]3[CH:29]=[C:28]([CH:33]=[CH:32][CH:31]=3)[C:26]([O:25][CH3:24])=[O:27])[O:8]2)=[CH:13][CH:12]=1, predict the reactants needed to synthesize it. The reactants are: [C:1]([C@H:5]1[CH2:9][O:8][C:7]([C:10]2[CH:15]=[CH:14][CH:13]=[CH:12]N=2)=N1)([CH3:4])(C)C.[NH4+].F[P-](F)(F)(F)(F)F.[CH3:24][O:25][C:26]([C:28]1[CH:29]=[C:30](B(O)O)[CH:31]=[CH:32][CH:33]=1)=[O:27].[OH2:37]. (2) Given the product [CH:31]([N:12]1[CH:13]([C:15]2[CH:16]=[C:17]([C:21]3[CH:26]=[CH:25][CH:24]=[C:23]([S:27]([CH3:30])(=[O:28])=[O:29])[CH:22]=3)[CH:18]=[CH:19][CH:20]=2)[CH2:14][NH:10][C:11]1=[O:34])([CH3:33])[CH3:32], predict the reactants needed to synthesize it. The reactants are: C1(S([N:10]2[CH2:14][CH:13]([C:15]3[CH:16]=[C:17]([C:21]4[CH:26]=[CH:25][CH:24]=[C:23]([S:27]([CH3:30])(=[O:29])=[O:28])[CH:22]=4)[CH:18]=[CH:19][CH:20]=3)[N:12]([CH:31]([CH3:33])[CH3:32])[C:11]2=[O:34])(=O)=O)C=CC=CC=1.[Mg]. (3) Given the product [NH2:23][C:22]1[N:18]([CH2:17][CH2:16][O:15][C:12]2[N:11]=[CH:10][C:9]([NH:8][C:6](=[O:7])[C:5]3[CH:43]=[CH:44][C:2]([Cl:1])=[CH:3][C:4]=3[N:45]([CH3:46])[CH3:47])=[CH:14][CH:13]=2)[N:19]=[CH:20][CH:21]=1, predict the reactants needed to synthesize it. The reactants are: [Cl:1][C:2]1[CH:44]=[CH:43][C:5]([C:6]([NH:8][C:9]2[CH:10]=[N:11][C:12]([O:15][CH2:16][CH2:17][N:18]3[C:22]([NH:23]C(C4C=CC=CC=4)(C4C=CC=CC=4)C4C=CC=CC=4)=[CH:21][CH:20]=[N:19]3)=[CH:13][CH:14]=2)=[O:7])=[C:4]([N:45]([CH3:47])[CH3:46])[CH:3]=1.Cl. (4) Given the product [C:18](=[O:19])([O:16][C:13]1[CH:12]=[CH:11][C:10]([CH2:1][CH2:2][CH2:3][CH2:4][CH2:5][CH2:6][CH2:7][CH2:8][CH3:9])=[CH:15][CH:14]=1)[NH2:17], predict the reactants needed to synthesize it. The reactants are: [CH2:1]([C:10]1[CH:15]=[CH:14][C:13]([OH:16])=[CH:12][CH:11]=1)[CH2:2][CH2:3][CH2:4][CH2:5][CH2:6][CH2:7][CH2:8][CH3:9].[NH2:17][C:18](N)=[O:19]. (5) Given the product [F:13][C:14]1[CH:20]=[C:19]([O:21][CH3:22])[CH:18]=[CH:17][C:15]=1[NH:16][C:2]1[C:11]2[C:6](=[CH:7][CH:8]=[CH:9][CH:10]=2)[N:5]=[C:4]([CH3:12])[N:3]=1, predict the reactants needed to synthesize it. The reactants are: Cl[C:2]1[C:11]2[C:6](=[CH:7][CH:8]=[CH:9][CH:10]=2)[N:5]=[C:4]([CH3:12])[N:3]=1.[F:13][C:14]1[CH:20]=[C:19]([O:21][CH3:22])[CH:18]=[CH:17][C:15]=1[NH2:16].